From a dataset of Full USPTO retrosynthesis dataset with 1.9M reactions from patents (1976-2016). Predict the reactants needed to synthesize the given product. (1) Given the product [CH3:13][N:14]([CH3:16])[CH:15]=[CH:5][C:4](=[C:6]([C:9]#[N:10])[C:7]#[N:8])[O:3][CH3:1], predict the reactants needed to synthesize it. The reactants are: [CH2:1]([O:3][C:4](=[C:6]([C:9]#[N:10])[C:7]#[N:8])[CH3:5])C.CO[CH:13](OC)[N:14]([CH3:16])[CH3:15]. (2) Given the product [C:21]([O:20][C:18]([N:25]1[CH2:30][CH2:29][N:28]([S:2]([CH2:5][C@H:6]([CH3:17])[C:7]([O:9][CH2:10][C:11]2[CH:16]=[CH:15][CH:14]=[CH:13][CH:12]=2)=[O:8])(=[O:4])=[O:3])[CH2:27][CH2:26]1)=[O:19])([CH3:24])([CH3:22])[CH3:23], predict the reactants needed to synthesize it. The reactants are: Cl[S:2]([CH2:5][C@H:6]([CH3:17])[C:7]([O:9][CH2:10][C:11]1[CH:16]=[CH:15][CH:14]=[CH:13][CH:12]=1)=[O:8])(=[O:4])=[O:3].[C:18]([N:25]1[CH2:30][CH2:29][NH:28][CH2:27][CH2:26]1)([O:20][C:21]([CH3:24])([CH3:23])[CH3:22])=[O:19].CCN(CC)CC. (3) Given the product [Cl:26][C:21]1[CH:20]=[C:19]([NH:18][C:5]2[C:4]3[C:9](=[C:10]([C:12]([F:13])([F:14])[F:15])[CH:11]=[C:2]([NH:1][CH2:33][C:29]4[N:28]([CH3:27])[CH:32]=[CH:31][N:30]=4)[CH:3]=3)[N:8]=[CH:7][C:6]=2[C:16]#[N:17])[CH:24]=[CH:23][C:22]=1[F:25], predict the reactants needed to synthesize it. The reactants are: [NH2:1][C:2]1[CH:3]=[C:4]2[C:9](=[C:10]([C:12]([F:15])([F:14])[F:13])[CH:11]=1)[N:8]=[CH:7][C:6]([C:16]#[N:17])=[C:5]2[NH:18][C:19]1[CH:24]=[CH:23][C:22]([F:25])=[C:21]([Cl:26])[CH:20]=1.[CH3:27][N:28]1[CH:32]=[CH:31][N:30]=[C:29]1[CH:33]=O.[BH3-]C#N.[Na+]. (4) Given the product [Br:1][C:2]1[C:10]2[C:9]([Cl:11])=[N:8][CH:7]=[N:6][C:5]=2[N:4]([C:16]2[CH:17]=[CH:18][C:13]([CH3:12])=[CH:14][CH:15]=2)[CH:3]=1, predict the reactants needed to synthesize it. The reactants are: [Br:1][C:2]1[C:10]2[C:9]([Cl:11])=[N:8][CH:7]=[N:6][C:5]=2[NH:4][CH:3]=1.[CH3:12][C:13]1[CH:18]=[CH:17][C:16](B(O)O)=[CH:15][CH:14]=1.C(N(CC)CC)C. (5) Given the product [CH2:17]([C:9]1[C:10]2[C:5](=[CH:4][C:3]([O:2][CH3:1])=[C:12]([CH3:13])[CH:11]=2)[C:6]([CH3:16])([CH3:15])[CH2:7][CH:8]=1)[CH3:18], predict the reactants needed to synthesize it. The reactants are: [CH3:1][O:2][C:3]1[CH:4]=[C:5]2[C:10](=[CH:11][C:12]=1[CH3:13])[C:9](=O)[CH2:8][CH2:7][C:6]2([CH3:16])[CH3:15].[CH3:17][CH2:18][Mg+].[Br-]. (6) Given the product [Cl:18][C:15]1[CH:16]=[CH:17][C:12]([N:9]2[CH2:8][CH2:7][CH:6]([C:4](=[O:5])[CH2:8][CH2:7][CH:6]=[CH2:4])[CH2:11][CH2:10]2)=[N:13][CH:14]=1, predict the reactants needed to synthesize it. The reactants are: CON(C)[C:4]([CH:6]1[CH2:11][CH2:10][N:9]([C:12]2[CH:17]=[CH:16][C:15]([Cl:18])=[CH:14][N:13]=2)[CH2:8][CH2:7]1)=[O:5].[Br-].O.Cl. (7) Given the product [Si:1]([O:8][C@@H:9]1[C@@H:10]2[N:11]([N:14]=[C:15]([C:16]3[CH:23]=[CH:22][C:19]([C:20]#[N:21])=[C:18]([Cl:24])[C:17]=3[CH3:25])[C@H:26]2[OH:27])[CH2:12][CH2:13]1)([C:4]([CH3:7])([CH3:6])[CH3:5])([CH3:3])[CH3:2], predict the reactants needed to synthesize it. The reactants are: [Si:1]([O:8][C@H:9]1[CH2:13][CH2:12][N:11](/[N:14]=[CH:15]/[C:16]2[CH:23]=[CH:22][C:19]([C:20]#[N:21])=[C:18]([Cl:24])[C:17]=2[CH3:25])[C@@H:10]1[CH:26]=[O:27])([C:4]([CH3:7])([CH3:6])[CH3:5])([CH3:3])[CH3:2].